Predict the reactants needed to synthesize the given product. From a dataset of Full USPTO retrosynthesis dataset with 1.9M reactions from patents (1976-2016). (1) Given the product [I:13][C:11]1[C:4]2[C:5](=[N:6][CH:7]=[N:8][C:3]=2[N:2]([CH3:12])[CH3:1])[NH:9][N:10]=1, predict the reactants needed to synthesize it. The reactants are: [CH3:1][N:2]([CH3:12])[C:3]1[N:8]=[CH:7][N:6]=[C:5]2[NH:9][N:10]=[CH:11][C:4]=12.[I:13]N1C(=O)CCC1=O. (2) Given the product [OH:13][N:3]1[C:4]([CH3:11])([CH3:10])[CH2:5][CH:6]([CH2:8][OH:9])[CH2:7][C:2]1([CH3:12])[CH3:1], predict the reactants needed to synthesize it. The reactants are: [CH3:1][C:2]1([CH3:12])[CH2:7][CH:6]([CH2:8][OH:9])[CH2:5][C:4]([CH3:11])([CH3:10])[NH:3]1.[OH:13]O. (3) Given the product [CH3:1][C:2]1[N:3]=[C:4]2[C:9]([NH:10][CH2:11][C:12]3[C:17]([CH3:18])=[CH:16][CH:15]=[CH:14][C:13]=3[CH2:19][CH3:20])=[CH:8][C:7]([C:21]([N:51]3[CH2:56][CH2:55][O:54][CH2:53][CH2:52]3)=[O:23])=[CH:6][N:5]2[C:24]=1[CH3:25], predict the reactants needed to synthesize it. The reactants are: [CH3:1][C:2]1[N:3]=[C:4]2[C:9]([NH:10][CH2:11][C:12]3[C:17]([CH3:18])=[CH:16][CH:15]=[CH:14][C:13]=3[CH2:19][CH3:20])=[CH:8][C:7]([C:21]([OH:23])=O)=[CH:6][N:5]2[C:24]=1[CH3:25].[B-](F)(F)(F)F.CN(C(ON1N=NC2C1=CC=CC=2)=[N+](C)C)C.C(Cl)Cl.[NH:51]1[CH2:56][CH2:55][O:54][CH2:53][CH2:52]1. (4) Given the product [NH2:30][C:28]1[CH:27]=[CH:26][C:24]2[N:25]=[C:20]([C:7]3[C:8](=[O:19])[N:9]([CH2:10][C:11]4[CH:16]=[CH:15][C:14]([F:17])=[C:13]([Cl:18])[CH:12]=4)[CH:5]([C:1]([CH3:4])([CH3:3])[CH3:2])[C:6]=3[OH:35])[N:21]=[S:22]([CH3:34])(=[O:33])[C:23]=2[CH:29]=1, predict the reactants needed to synthesize it. The reactants are: [C:1]([CH:5]1[N:9]([CH2:10][C:11]2[CH:16]=[CH:15][C:14]([F:17])=[C:13]([Cl:18])[CH:12]=2)[C:8](=[O:19])[C:7]([C:20]2[N:21]=[S:22]([CH3:34])(=[O:33])[C:23]3[CH:29]=[C:28]([N+:30]([O-])=O)[CH:27]=[CH:26][C:24]=3[N:25]=2)=[C:6]1[OH:35])([CH3:4])([CH3:3])[CH3:2].NN. (5) Given the product [Br:1][C:2]1[C:3]2[C:4](=[N:8][Se:10][N:9]=2)[CH:5]=[CH:6][CH:7]=1, predict the reactants needed to synthesize it. The reactants are: [Br:1][C:2]1[C:3]([NH2:9])=[C:4]([NH2:8])[CH:5]=[CH:6][CH:7]=1.[Se:10](=O)=O.